From a dataset of Experimentally validated miRNA-target interactions with 360,000+ pairs, plus equal number of negative samples. Binary Classification. Given a miRNA mature sequence and a target amino acid sequence, predict their likelihood of interaction. (1) The miRNA is mmu-miR-466o-3p with sequence UACAUACAUGCACACAUAAGAC. The protein sequence of the target gene is MSKLKSSESVRVVVRCRPMNGKEKAASYDKVVDVDVKLGQVSVKNPKGTSHEMPKTFTFDAVYDWNAKQFELYDETFRPLVDSVLQGFNGTIFAYGQTGTGKTYTMEGVRGDPEKRGVIPNSFDHIFTHISRSQNQQYLVRASYLEIYQEEIRDLLSKDQTKRLELKERPDTGVYVKDLSSFVTKSVKEIEHVMNVGNQNRSVGATNMNEHSSRSHAIFVITIECSEVGLDGENHIRVGKLNLVDLAGSERQAKTGAQGERLKEATKINLSLSALGNVISALVDGKSTHIPYRDSKLTRL.... Result: 0 (no interaction). (2) The miRNA is hsa-miR-4530 with sequence CCCAGCAGGACGGGAGCG. The protein sequence of the target gene is MCPMLLKNGYNGNATPVTTTAPWASLGLSAKTCNNVSFEESRIVLVVVYSAVCTLGVPANCLTAWLALLQVLQGNVLAVYLLCLALCELLYTGTLPLWVIYIRNQHRWTLGLLACKVTAYIFFCNIYVSILFLCCISCDRFVAVVYALESRGRRRRRTAILISACIFILVGIVHYPVFQTEDKETCFDMLQMDSRIAGYYYARFTVGFAIPLSIIAFTNHRIFRSIKQSMGLSAAQKAKVKHSAIAVVVIFLVCFAPYHLVLLVKAAAFSYYRGDRNAMCGLEERLYTASVVFLCLSTVN.... Result: 1 (interaction).